Dataset: Experimentally validated miRNA-target interactions with 360,000+ pairs, plus equal number of negative samples. Task: Binary Classification. Given a miRNA mature sequence and a target amino acid sequence, predict their likelihood of interaction. (1) The miRNA is hsa-miR-148a-5p with sequence AAAGUUCUGAGACACUCCGACU. The protein sequence of the target gene is MPLVKRNIDPRHLCHTALPRGIKNELECVTNISLANIIRQLSSLSKYAEDIFGELFNEAHSFSFRVNSLQERVDRLSVSVTQLDPKEEELSLQDITMRKAFRSSTIQDQQLFDRKTLPIPLQETYDVCEQPPPLNILTPYRDDGKEGLKFYTNPSYFFDLWKEKMLQDTEDKRKEKRKQKQKNLDRPHEPEKVPRAPHDRRREWQKLAQGPELAEDDADLLHKHIEVANGPASHYETRPQTYVDHMDGSYSLSALPFSQMSELLTRAEERVLVRPHEPPPPPPMHGAGDAKPTPTCISSA.... Result: 0 (no interaction). (2) The miRNA is hsa-miR-4759 with sequence UAGGACUAGAUGUUGGAAUUA. The protein sequence of the target gene is MPQLLQNINGIIEAFRRYARTEGNCTALTRGELKRLLEQEFADVIVKPHDPATVDEVLRLLDEDHTGTVEFKEFLVLVFKVAQACFKTLSESAEGACGSQESGSLHSGASQELGEGQRSGTEVGRAGKGQHYEGSSHRQSQQGSRGQNRPGVQTQGQATGSAWVSSYDRQAESQSQERISPQIQLSGQTEQTQKAGEGKRNQTTEMRPERQPQTREQDRAHQTGETVTGSGTQTQAGATQTVEQDSSHQTGRTSKQTQEATNDQNRGTETHGQGRSQTSQAVTGGHAQIQAGTHTQTPTQ.... Result: 0 (no interaction). (3) The miRNA is mmu-miR-212-5p with sequence ACCUUGGCUCUAGACUGCUUACU. The protein sequence of the target gene is MGSRIKQNPETTFEVYVEVAYPRTGGTLSDPEVQRQFPEDYSDQEVLQTLTKFCFPFYVDSLTVSQVGQNFTFVLTDIDSKQRFGFCRLSSGAKSCFCILSYLPWFEVFYKLLNILADYTTKRQESQWNELLETLHRLPIPDPGVSVHLSVHSYFTVPDSRELPSIPENRNLTEYFVAVDVNNMLHLYASMLYERRILIICSKLSTLTACIHGSAAMLYPMYWQHVYIPVLPPHLLDYCCAPMPYLIGIHLSLMEKVRNMALDDVVILNVDTNTLETPFDDLQSLPNDVISSLKNRLKKV.... Result: 0 (no interaction). (4) The miRNA is hsa-miR-501-3p with sequence AAUGCACCCGGGCAAGGAUUCU. The protein sequence of the target gene is MPLVRYRKVAILGYRSVGKTSLAHQFVEGEFLEGYDPTVENTYSKTVTLGKDEFHLHLVDTAGQDEYSILPYSLIIGVHGYVLVYSVNSLRSFQIVKNLYQKLHEGHGKTRLSVLLVGNKADLSPEREVQAVEGKKLAESWGAMFMESSARDNQLTQDVFIKVIQEIARVENSYGRQDRRCYLM. Result: 0 (no interaction). (5) The miRNA is hsa-miR-4632-5p with sequence GAGGGCAGCGUGGGUGUGGCGGA. The protein sequence of the target gene is MTVGRPEGAPGGAEGSRQIFPPESFADTEAGEELSGDGLVLPRASKLDEFLSPEEEIDSTSDSTGSIYQNLQELKQKGRWCLLESLFQSDPESDENLSEDEEDLESFFQDKDRGMVQVQCPQALRCGSTRRCSSLNNLPSNIPRPQTQPPSGSRPPSQHRSVSSWASSITVPRPFRMTLREARKKAEWLGSPASFEQERQRAQRQGEEEAECHRQFRAQPVPAHVYLPLYQEIMERSEARRQAGIQKRKELLLSSLKPFSFLEKEEQLKEAARQRDLAATAEAKISKQKATRRIPKSILE.... Result: 0 (no interaction). (6) The miRNA is hsa-miR-92a-1-5p with sequence AGGUUGGGAUCGGUUGCAAUGCU. The protein sequence of the target gene is MGLLGILCFLIFLGKTWGQEQTYVISAPKIFRVGASENIVIQVYGYTEAFDATISIKSYPDKKFSYSSGHVHLSSENKFQNSAILTIQPKQLPGGQNPVSYVYLEVVSKHFSKSKRMPITYDNGFLFIHTDKPVYTPDQSVKVRVYSLNDDLKPAKRETVLTFIDPEGSEVDMVEEIDHIGIISFPDFKIPSNPRYGMWTIKAKYKEDFSTTGTAYFEVKEYVLPHFSVSIEPEYNFIGYKNFKNFEITIKARYFYNKVVTEADVYITFGIREDLKDDQKEMMQTAMQNTMLINGIAQVT.... Result: 0 (no interaction). (7) The miRNA is cel-miR-790-5p with sequence CUUGGCACUCGCGAACACCGCG. Result: 0 (no interaction). The protein sequence of the target gene is MAPSRLQLGLRAAYSGISSVAGFSIFLVWTVVYRQPGTAAMGGLAGVLALWVLVTHVMYMQDYWRTWLKGLRGFFFVGVLFSAVSIAAFCTFLVLAITRHQSLTDPTSYYLSSVWSFISFKWAFLLSLYAHRYRADFADISILSDF.